This data is from Forward reaction prediction with 1.9M reactions from USPTO patents (1976-2016). The task is: Predict the product of the given reaction. (1) Given the reactants [NH2:1][C:2]1[C:10]([CH3:11])=[CH:9][CH:8]=[CH:7][C:3]=1[C:4]([OH:6])=[O:5].[I:12]N1C(=O)CCC1=O, predict the reaction product. The product is: [NH2:1][C:2]1[C:10]([CH3:11])=[CH:9][C:8]([I:12])=[CH:7][C:3]=1[C:4]([OH:6])=[O:5]. (2) Given the reactants Br[CH:2]([CH2:7][CH3:8])[C:3]([O:5][CH3:6])=[O:4].[CH2:9]([O:11][P:12]([O:16]CC)[O:13][CH2:14][CH3:15])[CH3:10], predict the reaction product. The product is: [CH3:6][O:5][C:3](=[O:4])[CH:2]([P:12]([O:13][CH2:14][CH3:15])([O:11][CH2:9][CH3:10])=[O:16])[CH2:7][CH3:8]. (3) Given the reactants [C:1]([O:5][C:6]([NH:8]/[C:9](=[CH:14]\[C:15]([CH3:18])([CH3:17])[CH3:16])/[C:10]([O:12][CH3:13])=[O:11])=[O:7])([CH3:4])([CH3:3])[CH3:2].O1CCOCC1.[H][H], predict the reaction product. The product is: [CH3:13][O:12][C:10](=[O:11])[C@@H:9]([CH2:14][C:15]([CH3:18])([CH3:17])[CH3:16])[NH:8][C:6]([O:5][C:1]([CH3:2])([CH3:3])[CH3:4])=[O:7]. (4) Given the reactants FC(F)(F)C(O)=O.[O:8]=[S:9]1(=[O:58])[CH2:14][CH2:13][N:12]([CH2:15][CH2:16][NH:17][C@:18]23[CH2:53][CH2:52][C@@H:51]([C:54]4([CH3:57])[CH2:56][CH2:55]4)[C@@H:19]2[C@@H:20]2[C@@:33]([CH3:36])([CH2:34][CH2:35]3)[C@@:32]3([CH3:37])[C@@H:23]([C@:24]4([CH3:50])[C@@H:29]([CH2:30][CH2:31]3)[C:28]([CH3:39])([CH3:38])[C:27]([C:40]3[CH:49]=[CH:48][C:43]([C:44]([O:46]C)=[O:45])=[CH:42][CH:41]=3)=[CH:26][CH2:25]4)[CH2:22][CH2:21]2)[CH2:11][CH2:10]1.[OH-].[Li+].C1COCC1, predict the reaction product. The product is: [O:58]=[S:9]1(=[O:8])[CH2:14][CH2:13][N:12]([CH2:15][CH2:16][NH:17][C@:18]23[CH2:53][CH2:52][C@@H:51]([C:54]4([CH3:57])[CH2:56][CH2:55]4)[C@@H:19]2[C@@H:20]2[C@@:33]([CH3:36])([CH2:34][CH2:35]3)[C@@:32]3([CH3:37])[C@@H:23]([C@:24]4([CH3:50])[C@@H:29]([CH2:30][CH2:31]3)[C:28]([CH3:39])([CH3:38])[C:27]([C:40]3[CH:41]=[CH:42][C:43]([C:44]([OH:46])=[O:45])=[CH:48][CH:49]=3)=[CH:26][CH2:25]4)[CH2:22][CH2:21]2)[CH2:11][CH2:10]1. (5) Given the reactants [CH:1]1([CH2:5][O:6][C:7]2[CH:15]=[CH:14][CH:13]=[C:12]3[C:8]=2[CH:9]=[C:10]([C:16]([OH:18])=O)[NH:11]3)[CH2:4][CH2:3][CH2:2]1.[NH2:19][CH:20]1[CH2:25][CH2:24][C:23]([CH2:27][CH2:28][N:29]2[CH2:34][CH2:33][C@H:32]([OH:35])[C@@H:31]([CH3:36])[CH2:30]2)([OH:26])[CH2:22][CH2:21]1.CCN(C(C)C)C(C)C.CN(C(ON1N=NC2C=CC=CC1=2)=[N+](C)C)C.[B-](F)(F)(F)F, predict the reaction product. The product is: [OH:26][C:23]1([CH2:27][CH2:28][N:29]2[CH2:34][CH2:33][C@H:32]([OH:35])[C@@H:31]([CH3:36])[CH2:30]2)[CH2:24][CH2:25][CH:20]([NH:19][C:16]([C:10]2[NH:11][C:12]3[C:8]([CH:9]=2)=[C:7]([O:6][CH2:5][CH:1]2[CH2:2][CH2:3][CH2:4]2)[CH:15]=[CH:14][CH:13]=3)=[O:18])[CH2:21][CH2:22]1. (6) Given the reactants [OH:1][C:2]1[CH:7]=[CH:6][C:5]([C:8]2[CH:13]=[CH:12][CH:11]=[C:10]([CH:14]=O)[CH:9]=2)=[CH:4][C:3]=1[O:16][CH3:17].[NH2:18][CH2:19][CH2:20][C@H:21]1[O:25][C:24](=[O:26])[N:23]([C:27]2[CH:37]=[CH:36][C:30]3[S:31][CH2:32][C:33](=[O:35])[NH:34][C:29]=3[CH:28]=2)[CH2:22]1, predict the reaction product. The product is: [OH:1][C:2]1[CH:7]=[CH:6][C:5]([C:8]2[CH:13]=[CH:12][CH:11]=[C:10]([CH2:14][NH:18][CH2:19][CH2:20][C@H:21]3[O:25][C:24](=[O:26])[N:23]([C:27]4[CH:37]=[CH:36][C:30]5[S:31][CH2:32][C:33](=[O:35])[NH:34][C:29]=5[CH:28]=4)[CH2:22]3)[CH:9]=2)=[CH:4][C:3]=1[O:16][CH3:17]. (7) Given the reactants [CH3:1][S:2][C:3]1[CH:4]=[C:5]([C:9]2(O)[CH2:14][CH2:13][N:12]([CH2:15][CH2:16][CH3:17])[CH2:11][CH2:10]2)[CH:6]=[CH:7][CH:8]=1, predict the reaction product. The product is: [CH3:1][S:2][C:3]1[CH:4]=[C:5]([C:9]2[CH2:14][CH2:13][N:12]([CH2:15][CH2:16][CH3:17])[CH2:11][CH:10]=2)[CH:6]=[CH:7][CH:8]=1.